This data is from Catalyst prediction with 721,799 reactions and 888 catalyst types from USPTO. The task is: Predict which catalyst facilitates the given reaction. (1) Reactant: [CH3:1][C:2]1[N:7]=[C:6]2[NH:8][C:9](=[O:11])[O:10][C:5]2=[CH:4][CH:3]=1.O[CH2:13][C:14]1[CH:15]=[C:16]([NH:20][C:21](=[O:33])[O:22][CH2:23][CH2:24][CH2:25][N:26]2[CH2:31][CH2:30][N:29]([CH3:32])[CH2:28][CH2:27]2)[CH:17]=[CH:18][CH:19]=1.C1(P(C2C=CC=CC=2)C2C=CC=CC=2)C=CC=CC=1.N(C(OC(C)(C)C)=O)=NC(OC(C)(C)C)=O. Product: [CH3:1][C:2]1[N:7]=[C:6]2[N:8]([CH2:13][C:14]3[CH:15]=[C:16]([NH:20][C:21](=[O:33])[O:22][CH2:23][CH2:24][CH2:25][N:26]4[CH2:27][CH2:28][N:29]([CH3:32])[CH2:30][CH2:31]4)[CH:17]=[CH:18][CH:19]=3)[C:9](=[O:11])[O:10][C:5]2=[CH:4][CH:3]=1. The catalyst class is: 3. (2) Reactant: Cl[C:2]1[NH:7][C:6](=[O:8])[CH:5]=[C:4]([OH:9])[C:3]=1[C:10]1[CH:15]=[CH:14][CH:13]=[CH:12][CH:11]=1. Product: [OH:9][C:4]1[C:3]([C:10]2[CH:11]=[CH:12][CH:13]=[CH:14][CH:15]=2)=[CH:2][NH:7][C:6](=[O:8])[CH:5]=1. The catalyst class is: 256. (3) Reactant: [CH3:1][C:2]([OH:11])([CH2:5][CH2:6][CH:7]=[C:8]([CH3:10])[CH3:9])[CH:3]=[CH2:4].[CH2:12](Br)[CH:13]=[CH2:14].[H-].[Na+]. Product: [CH2:14]([O:11][C:2]([CH3:1])([CH2:5][CH2:6][CH:7]=[C:8]([CH3:10])[CH3:9])[CH:3]=[CH2:4])[CH:13]=[CH2:12]. The catalyst class is: 3. (4) Reactant: [F:1][C:2]1[CH:3]=[C:4]([CH2:8][CH2:9][O:10][CH2:11][C:12]([OH:14])=[O:13])[CH:5]=[CH:6][CH:7]=1.[CH3:15]CN=C=NCCCN(C)C.C1C=CC2N(O)N=NC=2C=1.CCN(C(C)C)C(C)C. Product: [CH3:15][O:13][C:12](=[O:14])[CH2:11][O:10][CH2:9][CH2:8][C:4]1[CH:5]=[CH:6][CH:7]=[C:2]([F:1])[CH:3]=1. The catalyst class is: 100. (5) Product: [C:23]([C:20]1[CH:21]=[CH:22][C:17]([O:16][CH2:2][C:3]([NH:5][C:6]2[CH:15]=[CH:14][CH:13]=[CH:12][C:7]=2[C:8]([NH:10][CH3:11])=[O:9])=[O:4])=[CH:18][CH:19]=1)(=[O:25])[CH3:24]. Reactant: Cl[CH2:2][C:3]([NH:5][C:6]1[CH:15]=[CH:14][CH:13]=[CH:12][C:7]=1[C:8]([NH:10][CH3:11])=[O:9])=[O:4].[OH:16][C:17]1[CH:22]=[CH:21][C:20]([C:23](=[O:25])[CH3:24])=[CH:19][CH:18]=1.C(=O)([O-])[O-].[K+].[K+]. The catalyst class is: 131.